Task: Regression. Given a peptide amino acid sequence and an MHC pseudo amino acid sequence, predict their binding affinity value. This is MHC class II binding data.. Dataset: Peptide-MHC class II binding affinity with 134,281 pairs from IEDB (1) The peptide sequence is AFKVAATAADAAPAN. The MHC is DRB1_0401 with pseudo-sequence DRB1_0401. The binding affinity (normalized) is 0.769. (2) The peptide sequence is MSMASSSSSSLLAMA. The MHC is DRB1_0301 with pseudo-sequence DRB1_0301. The binding affinity (normalized) is 0.0200. (3) The peptide sequence is AFKVAATANNAAPAN. The MHC is HLA-DPA10201-DPB11401 with pseudo-sequence HLA-DPA10201-DPB11401. The binding affinity (normalized) is 0.799. (4) The peptide sequence is LWEVKSAKPLTGPMN. The MHC is HLA-DPA10301-DPB10402 with pseudo-sequence HLA-DPA10301-DPB10402. The binding affinity (normalized) is 0.0593.